Dataset: Reaction yield outcomes from USPTO patents with 853,638 reactions. Task: Predict the reaction yield, written as a fraction of the theoretical maximum amount of product (1.0 means a 100% yield; for example, 0.34 means a 34% yield). The reactants are [N:1]1[CH:6]=[CH:5][CH:4]=[CH:3][CH:2]=1.[F:7][C:8]([F:21])([F:20])[S:9]([O:12]S(C(F)(F)F)(=O)=O)(=[O:11])=[O:10]. The catalyst is C(Cl)Cl. The product is [O:12]([C:2]1[CH:3]=[CH:4][CH:5]=[CH:6][N:1]=1)[S:9]([C:8]([F:21])([F:20])[F:7])(=[O:11])=[O:10]. The yield is 0.740.